From a dataset of Catalyst prediction with 721,799 reactions and 888 catalyst types from USPTO. Predict which catalyst facilitates the given reaction. Reactant: I[C:2]1[C:3]([C:15]2[CH:20]=[CH:19][CH:18]=[CH:17][CH:16]=2)=[N:4][C:5]([N:8]2[CH2:13][CH2:12][N:11]([CH3:14])[CH2:10][CH2:9]2)=[N:6][CH:7]=1.[NH2:21][C:22]1[CH:23]=[C:24]([SH:28])[CH:25]=[CH:26][CH:27]=1.CC1C=CC2C=CC3C=CC(C)=NC=3C=2N=1.C(=O)([O-])[O-].[K+].[K+]. Product: [CH3:14][N:11]1[CH2:12][CH2:13][N:8]([C:5]2[N:4]=[C:3]([C:15]3[CH:20]=[CH:19][CH:18]=[CH:17][CH:16]=3)[C:2]([S:28][C:24]3[CH:23]=[C:22]([CH:27]=[CH:26][CH:25]=3)[NH2:21])=[CH:7][N:6]=2)[CH2:9][CH2:10]1. The catalyst class is: 870.